Task: Regression/Classification. Given a drug SMILES string, predict its absorption, distribution, metabolism, or excretion properties. Task type varies by dataset: regression for continuous measurements (e.g., permeability, clearance, half-life) or binary classification for categorical outcomes (e.g., BBB penetration, CYP inhibition). Dataset: cyp3a4_veith.. Dataset: CYP3A4 inhibition data for predicting drug metabolism from PubChem BioAssay (1) The molecule is COc1ccccc1CNc1ncnc2ccc(-c3cccc(C#N)c3)cc12. The result is 1 (inhibitor). (2) The compound is N#C[C@@H](Cc1ccc(O)c(O)c1)C(=O)N1CCc2ccccc21. The result is 1 (inhibitor). (3) The compound is COc1cc2c3cc1Oc1cc(ccc1O)C[C@@H]1c4c(cc(OC)c(O)c4Oc4cccc(c4)C[C@H]3N(C)CC2)CC[N+]1(C)C.Cl.O.O.O.O.O.[Cl-]. The result is 0 (non-inhibitor). (4) The molecule is COCC(=O)N1CCC2(CC1)CCN(C(=O)NC(C)C)CC2. The result is 0 (non-inhibitor). (5) The molecule is COc1ccc(OC[C@@H](CO)OC)cc1. The result is 0 (non-inhibitor). (6) The drug is COC(=O)Cn1c(C(=O)N(C)C)cc2c1C[C@H]1CN(C(=O)c3ccccc3)[C@@](Cc3ccc(OC)cc3)(C(=O)OC)[C@@H]21. The result is 1 (inhibitor). (7) The drug is COc1ccccc1-c1nc(NC2CC2)c2ccccc2n1. The result is 1 (inhibitor).